This data is from Full USPTO retrosynthesis dataset with 1.9M reactions from patents (1976-2016). The task is: Predict the reactants needed to synthesize the given product. (1) The reactants are: [CH3:1][N:2]1[CH2:7][CH2:6][C:5](=[CH:8][C:9]2[CH:14]=[CH:13][C:12]([C:15](=[O:17])[CH3:16])=[CH:11][CH:10]=2)[CH2:4][CH2:3]1. Given the product [CH3:1][N:2]1[CH2:7][CH2:6][CH:5]([CH2:8][C:9]2[CH:10]=[CH:11][C:12]([C:15](=[O:17])[CH3:16])=[CH:13][CH:14]=2)[CH2:4][CH2:3]1, predict the reactants needed to synthesize it. (2) Given the product [C:3](=[S:5])([S-:6])[NH2:4].[NH2:7][CH2:8][CH2:9][CH2:10][N:11]1[CH2:16][CH2:15][O:14][CH2:13][CH2:12]1.[Na+:2], predict the reactants needed to synthesize it. The reactants are: [OH-].[Na+:2].[C:3](=[S:6])([SH:5])[NH2:4].[NH2:7][CH2:8][CH2:9][CH2:10][N:11]1[CH2:16][CH2:15][O:14][CH2:13][CH2:12]1. (3) Given the product [CH2:1]([O:5][C:6]([C:8]1[N:9]=[C:10]([C:27]#[N:28])[C:11]2[C:16]([C:17]=1[OH:18])=[CH:15][CH:14]=[C:13]([O:19][C:20]1[CH:25]=[CH:24][CH:23]=[CH:22][CH:21]=1)[CH:12]=2)=[O:7])[CH2:2][CH2:3][CH3:4], predict the reactants needed to synthesize it. The reactants are: [CH2:1]([O:5][C:6]([C:8]1[N:9]=[C:10](Br)[C:11]2[C:16]([C:17]=1[OH:18])=[CH:15][CH:14]=[C:13]([O:19][C:20]1[CH:25]=[CH:24][CH:23]=[CH:22][CH:21]=1)[CH:12]=2)=[O:7])[CH2:2][CH2:3][CH3:4].[C:27]([Cu])#[N:28].CN(C)C=O. (4) The reactants are: [OH:1][C:2]1C=C2C(C=CN2)=[CH:4][CH:3]=1.C(O[C:15]1[CH:16]=[C:17]2[C:21](=[CH:22][CH:23]=1)[N:20]([C:24]([NH2:26])=[O:25])[CH:19]=[C:18]2[N:27]=[C:28]=[O:29])C=C. Given the product [CH2:2]([O:1][C:23]1[CH:22]=[C:21]2[C:17]([C:18]([N:27]=[C:28]=[O:29])=[CH:19][N:20]2[C:24]([NH2:26])=[O:25])=[CH:16][CH:15]=1)[CH:3]=[CH2:4], predict the reactants needed to synthesize it. (5) Given the product [Cl:1][C:2]1[CH:7]=[CH:6][CH:5]=[CH:4][C:3]=1[CH:8]([C:20]1[CH:25]=[CH:24][C:23]([S:26]([CH3:29])(=[O:28])=[O:27])=[CH:22][CH:21]=1)[CH2:9]/[C:10](/[C:12]1[CH:13]=[CH:14][C:15](=[O:19])[N:16]([CH3:18])[CH:17]=1)=[N:31]\[OH:32], predict the reactants needed to synthesize it. The reactants are: [Cl:1][C:2]1[CH:7]=[CH:6][CH:5]=[CH:4][C:3]=1[CH:8]([C:20]1[CH:25]=[CH:24][C:23]([S:26]([CH3:29])(=[O:28])=[O:27])=[CH:22][CH:21]=1)[CH2:9][C:10]([C:12]1[CH:13]=[CH:14][C:15](=[O:19])[N:16]([CH3:18])[CH:17]=1)=O.Cl.[NH2:31][OH:32].C([O-])(O)=O.[Na+]. (6) Given the product [OH:40][CH2:41][CH2:42][N+:43]([CH3:46])([CH3:45])[CH3:44].[CH3:1][C:2]1[CH:3]=[C:4]([N:9]2[C:13](=[O:14])[C:12](=[N:15][NH:16][C:17]3[C:18]([OH:34])=[C:19]([C:23]4[CH:28]=[CH:27][CH:26]=[C:25]([C:29]5[NH:30][N:31]=[N:32][N:33]=5)[CH:24]=4)[CH:20]=[CH:21][CH:22]=3)[C:11]([CH3:35])=[N:10]2)[CH:5]=[CH:6][C:7]=1[CH3:8], predict the reactants needed to synthesize it. The reactants are: [CH3:1][C:2]1[CH:3]=[C:4]([N:9]2[C:13](=[O:14])[C:12](=[N:15][NH:16][C:17]3[C:18]([OH:34])=[C:19]([C:23]4[CH:28]=[CH:27][CH:26]=[C:25]([C:29]5[NH:33][N:32]=[N:31][N:30]=5)[CH:24]=4)[CH:20]=[CH:21][CH:22]=3)[C:11]([CH3:35])=[N:10]2)[CH:5]=[CH:6][C:7]=1[CH3:8].C(O)C.[OH-].[OH:40][CH2:41][CH2:42][N+:43]([CH3:46])([CH3:45])[CH3:44].O. (7) Given the product [Cl:23][C:24]1[C:25]([CH2:34][N:22]2[C:6]3[CH:7]=[C:8]([C:11]4[CH:12]=[C:13]([CH:14]=[CH:15][CH:16]=4)[C:17]([O:19][CH2:20][CH3:21])=[O:18])[CH:9]=[CH:10][C:5]=3[N:4]=[C:1]2[CH3:2])=[N:26][CH:27]=[C:28]([C:30]([F:32])([F:31])[F:33])[CH:29]=1, predict the reactants needed to synthesize it. The reactants are: [C:1]([NH:4][C:5]1[CH:10]=[CH:9][C:8]([C:11]2[CH:16]=[CH:15][CH:14]=[C:13]([C:17]([O:19][CH2:20][CH3:21])=[O:18])[CH:12]=2)=[CH:7][C:6]=1[NH2:22])(=O)[CH3:2].[Cl:23][C:24]1[C:25]([CH2:34]Cl)=[N:26][CH:27]=[C:28]([C:30]([F:33])([F:32])[F:31])[CH:29]=1. (8) Given the product [CH3:1][O:2][C:3]1[CH:4]=[C:5]2[C:10](=[CH:11][C:12]=1[O:13][CH3:14])[N:9]=[CH:8][CH:7]=[C:6]2[O:15][C:16]1[CH:22]=[CH:21][C:19]([NH:20][C:26](=[O:28])[O:37][CH:38]([C:39]#[N:40])[C:41]2[CH:46]=[CH:45][CH:44]=[CH:43][CH:42]=2)=[C:18]([CH3:23])[C:17]=1[CH3:24], predict the reactants needed to synthesize it. The reactants are: [CH3:1][O:2][C:3]1[CH:4]=[C:5]2[C:10](=[CH:11][C:12]=1[O:13][CH3:14])[N:9]=[CH:8][CH:7]=[C:6]2[O:15][C:16]1[CH:22]=[CH:21][C:19]([NH2:20])=[C:18]([CH3:23])[C:17]=1[CH3:24].Cl[C:26](Cl)([O:28]C(=O)OC(Cl)(Cl)Cl)Cl.[OH:37][CH:38]([C:41]1[CH:46]=[CH:45][CH:44]=[CH:43][CH:42]=1)[C:39]#[N:40].C(=O)(O)[O-].[Na+].